This data is from Forward reaction prediction with 1.9M reactions from USPTO patents (1976-2016). The task is: Predict the product of the given reaction. (1) Given the reactants [Br:1][C:2]1[CH:7]=[CH:6][C:5]([C@@:8]2([CH3:28])[C@@H:11]([C:12]3[CH:17]=[CH:16][C:15]([Cl:18])=[CH:14][CH:13]=3)[N:10](C3C=CC(OC)=CC=3)[C:9]2=[O:27])=[CH:4][CH:3]=1.C(#N)C.O.C(=O)([O-])[O-].[K+].[K+], predict the reaction product. The product is: [Br:1][C:2]1[CH:7]=[CH:6][C:5]([C@@:8]2([CH3:28])[C@@H:11]([C:12]3[CH:17]=[CH:16][C:15]([Cl:18])=[CH:14][CH:13]=3)[NH:10][C:9]2=[O:27])=[CH:4][CH:3]=1. (2) Given the reactants N([O-])=[O:2].[Na+].N[C:6]1[N:7]=[N+:8]([O-:17])[C:9]2[CH:15]=[C:14]([OH:16])[CH:13]=[CH:12][C:10]=2[N:11]=1, predict the reaction product. The product is: [OH:2][C:6]1[N:7]=[N+:8]([O-:17])[C:9]2[CH:15]=[C:14]([OH:16])[CH:13]=[CH:12][C:10]=2[N:11]=1. (3) Given the reactants [CH3:1][CH:2]1[CH2:9][C@H:8]2[C@H:4]([CH2:5][NH:6][C@@H:7]2[CH2:10][NH:11][C:12]([C:14]2[N:21]3[C:17]([S:18][CH:19]=[CH:20]3)=[N:16][C:15]=2[CH3:22])=[O:13])[CH2:3]1.[CH3:23][O:24][C:25]1[CH:30]=[CH:29][C:28]([C:31]2[S:35][C:34]([CH3:36])=[N:33][C:32]=2[C:37](O)=[O:38])=[CH:27][CH:26]=1, predict the reaction product. The product is: [CH3:23][O:24][C:25]1[CH:26]=[CH:27][C:28]([C:31]2[S:35][C:34]([CH3:36])=[N:33][C:32]=2[C:37]([N:6]2[CH2:5][C@H:4]3[C@H:8]([CH2:9][CH:2]([CH3:1])[CH2:3]3)[C@H:7]2[CH2:10][NH:11][C:12]([C:14]2[N:21]3[C:17]([S:18][CH:19]=[CH:20]3)=[N:16][C:15]=2[CH3:22])=[O:13])=[O:38])=[CH:29][CH:30]=1. (4) Given the reactants [Br:1][C:2]1[CH:3]=[CH:4][C:5]([O:10][CH2:11][CH3:12])=[C:6]([CH:9]=1)[CH:7]=O.[C:13]([NH:16][NH2:17])([NH2:15])=[NH:14].[ClH:18], predict the reaction product. The product is: [ClH:18].[Br:1][C:2]1[CH:3]=[CH:4][C:5]([O:10][CH2:11][CH3:12])=[C:6]([CH:9]=1)[CH:7]=[N:17][NH:16][C:13]([NH2:15])=[NH:14]. (5) Given the reactants [Cl:1][C:2]1[CH:20]=[CH:19][C:5]2[NH:6][C:7](=[N:9][C:10](=[O:18])[C:11]3[CH:16]=[CH:15][CH:14]=[C:13]([Cl:17])[CH:12]=3)[S:8][C:4]=2[C:3]=1[F:21].Br[CH:23]([CH3:29])[C:24]([O:26]CC)=[O:25].ClC1C=CC2NC(=NC(=O)C3C=CC=C(C(F)(F)F)C=3)SC=2C=1F.BrCC(OCC)=O, predict the reaction product. The product is: [Cl:1][C:2]1[CH:20]=[CH:19][C:5]2[N:6]([CH:23]([CH3:29])[C:24]([OH:26])=[O:25])[C:7](=[N:9][C:10](=[O:18])[C:11]3[CH:16]=[CH:15][CH:14]=[C:13]([Cl:17])[CH:12]=3)[S:8][C:4]=2[C:3]=1[F:21]. (6) Given the reactants [CH2:1]([N:8]1[C:12]2[CH:13]=[C:14]([F:18])[C:15]([F:17])=[CH:16][C:11]=2[N:10]=[C:9]1[C:19]1[CH:24]=[CH:23][C:22]([Cl:25])=[CH:21][C:20]=1[OH:26])[C:2]1[CH:7]=[CH:6][CH:5]=[CH:4][CH:3]=1.[CH3:27][O:28][C:29](=[O:38])[C:30]1[CH:35]=[CH:34][C:33]([CH2:36]Br)=[CH:32][CH:31]=1, predict the reaction product. The product is: [CH3:27][O:28][C:29](=[O:38])[C:30]1[CH:35]=[CH:34][C:33]([CH2:36][O:26][C:20]2[CH:21]=[C:22]([Cl:25])[CH:23]=[CH:24][C:19]=2[C:9]2[N:8]([CH2:1][C:2]3[CH:7]=[CH:6][CH:5]=[CH:4][CH:3]=3)[C:12]3[CH:13]=[C:14]([F:18])[C:15]([F:17])=[CH:16][C:11]=3[N:10]=2)=[CH:32][CH:31]=1. (7) Given the reactants [CH3:1][O:2][C:3]1[S:7][C:6]([NH2:8])=[N:5][N:4]=1.[O:9]1[C:13]2[CH:14]=[CH:15][CH:16]=[CH:17][C:12]=2[CH:11]=[C:10]1[C:18](=[O:21])[CH2:19]Br, predict the reaction product. The product is: [O:9]1[C:13]2[CH:14]=[CH:15][CH:16]=[CH:17][C:12]=2[CH:11]=[C:10]1[C:18](=[O:21])[CH2:19][N:5]1[N:4]=[C:3]([O:2][CH3:1])[S:7][C:6]1=[NH:8]. (8) Given the reactants [CH3:1][C:2]1[CH:3]=[CH:4][CH:5]=[C:6]2[C:11]=1[N:10]=[C:9]([C:12]1[CH:17]=[CH:16][CH:15]=[CH:14][C:13]=1[C:18]([F:21])([F:20])[F:19])[C:8]([CH:22]=O)=[CH:7]2.CC1C=CC=C2C=1N=C(C1C=CC=CC=1C(F)(F)F)C(CO)=C2.O=S(Cl)[Cl:49], predict the reaction product. The product is: [Cl:49][CH2:22][C:8]1[C:9]([C:12]2[CH:17]=[CH:16][CH:15]=[CH:14][C:13]=2[C:18]([F:20])([F:21])[F:19])=[N:10][C:11]2[C:6]([CH:7]=1)=[CH:5][CH:4]=[CH:3][C:2]=2[CH3:1]. (9) Given the reactants [NH2:1][C@H:2]1[CH2:6][N:5]([C:7]([O:9][C:10]([CH3:13])([CH3:12])[CH3:11])=[O:8])[C@H:4]([C:14]([O:16][CH3:17])=[O:15])[CH2:3]1.C(N(CC)CC)C.Cl[C:26]1[O:27][C:28]2[CH:34]=[CH:33][CH:32]=[CH:31][C:29]=2[N:30]=1.O, predict the reaction product. The product is: [O:27]1[C:28]2[CH:34]=[CH:33][CH:32]=[CH:31][C:29]=2[N:30]=[C:26]1[NH:1][C@H:2]1[CH2:6][N:5]([C:7]([O:9][C:10]([CH3:11])([CH3:12])[CH3:13])=[O:8])[C@H:4]([C:14]([O:16][CH3:17])=[O:15])[CH2:3]1. (10) Given the reactants [Br:1][C:2]1[CH:3]=[CH:4][C:5](I)=[N:6][CH:7]=1.[NH2:9][C:10]1[CH:11]=[C:12](B(O)O)[CH:13]=[CH:14][CH:15]=1.C(=O)([O-])[O-].[K+].[K+], predict the reaction product. The product is: [Br:1][C:2]1[CH:3]=[CH:4][C:5]([C:14]2[CH:15]=[C:10]([CH:11]=[CH:12][CH:13]=2)[NH2:9])=[N:6][CH:7]=1.